Dataset: M1 muscarinic receptor agonist screen with 61,833 compounds. Task: Binary Classification. Given a drug SMILES string, predict its activity (active/inactive) in a high-throughput screening assay against a specified biological target. (1) The drug is S(CC(=O)NC(C)C)c1n(c2ccccc2)cnn1. The result is 0 (inactive). (2) The molecule is S(=O)(=O)(N(CC(=O)Nc1ccc(F)cc1)C)c1ccc(OC)cc1. The result is 0 (inactive). (3) The molecule is S(C(C(=O)NC1CCCC1)C)Cc1ccccc1. The result is 0 (inactive).